From a dataset of Catalyst prediction with 721,799 reactions and 888 catalyst types from USPTO. Predict which catalyst facilitates the given reaction. (1) Reactant: [NH2:1]C1CCCCN1C([O-])=O.C(N(C(C)C)CC)(C)C.[CH3:20][O:21][C:22]1[CH:27]=[CH:26][C:25]([CH2:28][C:29](Cl)=[O:30])=[CH:24][CH:23]=1.O. Product: [CH3:20][O:21][C:22]1[CH:27]=[CH:26][C:25]([CH2:28][C:29]([NH2:1])=[O:30])=[CH:24][CH:23]=1. The catalyst class is: 4. (2) Reactant: [N:1]1[CH:6]=[CH:5][CH:4]=[N:3][C:2]=1[N:7]1[C:15]2[C:10](=[CH:11][CH:12]=[CH:13][CH:14]=2)[C:9]([C:16]([OH:18])=O)=[CH:8]1.C(N(C(C)C)CC)(C)C.[C:28]12([CH2:38][NH2:39])[CH2:37][CH:32]3[CH2:33][CH:34]([CH2:36][CH:30]([CH2:31]3)[CH2:29]1)[CH2:35]2.F[P-](F)(F)(F)(F)F.N1(O[P+](N(C)C)(N(C)C)N(C)C)C2C=CC=CC=2N=N1. Product: [C:28]12([CH2:38][NH:39][C:16]([C:9]3[C:10]4[C:15](=[CH:14][CH:13]=[CH:12][CH:11]=4)[N:7]([C:2]4[N:1]=[CH:6][CH:5]=[CH:4][N:3]=4)[CH:8]=3)=[O:18])[CH2:35][CH:34]3[CH2:33][CH:32]([CH2:31][CH:30]([CH2:36]3)[CH2:29]1)[CH2:37]2. The catalyst class is: 18. (3) Reactant: [OH-].[Li+].C([O:5][C:6]([C:8]1[CH:9]=[N:10][C:11]2[C:16]([CH:17]=1)=[CH:15][CH:14]=[C:13]([NH:18][C:19]([C:21]1[C:22]([C:27]3[CH:32]=[CH:31][C:30]([C:33]([CH3:36])([CH3:35])[CH3:34])=[CH:29][CH:28]=3)=[CH:23][CH:24]=[CH:25][CH:26]=1)=[O:20])[CH:12]=2)=[O:7])C. Product: [C:33]([C:30]1[CH:29]=[CH:28][C:27]([C:22]2[C:21]([C:19]([NH:18][C:13]3[CH:12]=[C:11]4[C:16]([CH:17]=[C:8]([C:6]([OH:7])=[O:5])[CH:9]=[N:10]4)=[CH:15][CH:14]=3)=[O:20])=[CH:26][CH:25]=[CH:24][CH:23]=2)=[CH:32][CH:31]=1)([CH3:36])([CH3:34])[CH3:35]. The catalyst class is: 40. (4) Reactant: [NH:1]1[CH2:6][CH2:5][O:4][CH2:3][CH2:2]1.[CH3:7][CH:8]([CH3:40])[CH2:9][CH2:10][NH:11][C:12]([N:14]1[C:22]2[C:17](=[CH:18][C:19]([O:23][C:24]3[CH:29]=[CH:28][N:27]=[C:26]([NH:30][C:31](=O)[O:32]C4C=CC=CC=4)[CH:25]=3)=[CH:20][CH:21]=2)[CH:16]=[CH:15]1)=[O:13].CC(C)CCNC(N1C2C(=CC(OC3C=CN=C(NC(N4CCC(N5CCCC5)CC4)=O)C=3)=CC=2)C=C1)=O. Product: [CH3:7][CH:8]([CH3:40])[CH2:9][CH2:10][NH:11][C:12]([N:14]1[C:22]2[C:17](=[CH:18][C:19]([O:23][C:24]3[CH:29]=[CH:28][N:27]=[C:26]([NH:30][C:31]([N:1]4[CH2:6][CH2:5][O:4][CH2:3][CH2:2]4)=[O:32])[CH:25]=3)=[CH:20][CH:21]=2)[CH:16]=[CH:15]1)=[O:13]. The catalyst class is: 9. (5) Reactant: [Br:1][C:2]1[CH:15]=[CH:14][C:13]2[O:12][C:11]3[C:6](=[N+:7]([O-])[CH:8]=[CH:9][C:10]=3[N+:16]([O-:18])=[O:17])[C:5](=[O:20])[C:4]=2[CH:3]=1.P(Cl)(Cl)([Cl:23])=O. Product: [Br:1][C:2]1[CH:15]=[CH:14][C:13]2[O:12][C:11]3[C:6](=[N:7][C:8]([Cl:23])=[CH:9][C:10]=3[N+:16]([O-:18])=[O:17])[C:5](=[O:20])[C:4]=2[CH:3]=1. The catalyst class is: 575.